Task: Predict the reactants needed to synthesize the given product.. Dataset: Full USPTO retrosynthesis dataset with 1.9M reactions from patents (1976-2016) Given the product [CH:28]1[C:29]2[C:34](=[CH:33][CH:32]=[CH:31][CH:30]=2)[CH:35]=[CH:36][C:27]=1[NH:26][C:17](=[O:19])[CH2:16][S:15][C:4]1[N:3]([C:20]2[CH:25]=[CH:24][CH:23]=[CH:22][CH:21]=2)[C:2](=[O:1])[C:7]2[NH:8][C:9]3[CH:10]=[CH:11][CH:12]=[CH:13][C:14]=3[C:6]=2[N:5]=1, predict the reactants needed to synthesize it. The reactants are: [O:1]=[C:2]1[C:7]2[NH:8][C:9]3[CH:10]=[CH:11][CH:12]=[CH:13][C:14]=3[C:6]=2[N:5]=[C:4]([S:15][CH2:16][C:17]([OH:19])=O)[N:3]1[C:20]1[CH:25]=[CH:24][CH:23]=[CH:22][CH:21]=1.[NH2:26][C:27]1[CH:36]=[CH:35][C:34]2[C:29](=[CH:30][CH:31]=[CH:32][CH:33]=2)[CH:28]=1.C(N(CC)CC)C.CN(C(ON1N=NC2C=CC=NC1=2)=[N+](C)C)C.F[P-](F)(F)(F)(F)F.